From a dataset of Forward reaction prediction with 1.9M reactions from USPTO patents (1976-2016). Predict the product of the given reaction. (1) Given the reactants Br[CH2:2][CH2:3][N:4]1[C:12]2[CH:11]=[C:10]([C:13]3[CH:18]=[CH:17][C:16]([O:19][CH2:20][CH3:21])=[C:15]([C:22]([F:25])([F:24])[F:23])[CH:14]=3)[N:9]=[C:8]([C:26]#[N:27])[C:7]=2[N:6]=[CH:5]1.[NH:28]1[CH2:33][CH2:32][O:31][CH2:30][CH2:29]1, predict the reaction product. The product is: [CH2:20]([O:19][C:16]1[CH:17]=[CH:18][C:13]([C:10]2[N:9]=[C:8]([C:26]#[N:27])[C:7]3[N:6]=[CH:5][N:4]([CH2:3][CH2:2][N:28]4[CH2:33][CH2:32][O:31][CH2:30][CH2:29]4)[C:12]=3[CH:11]=2)=[CH:14][C:15]=1[C:22]([F:25])([F:24])[F:23])[CH3:21]. (2) Given the reactants Br[C:2]1[CH:3]=[N:4][C:5]([N:8]2[CH2:13][CH2:12][CH2:11][C@H:10]([CH2:14][N:15]3[C:19]4=[N:20][C:21]([C:24]5[CH:25]=[N:26][N:27]([CH3:29])[CH:28]=5)=[CH:22][N:23]=[C:18]4[N:17]=[N:16]3)[CH2:9]2)=[N:6][CH:7]=1.CC1(C)C(C)(C)OB([C:38]2[CH:53]=[CH:52][C:41]([CH2:42][N:43]3[CH2:48][CH2:47][N:46]([C:49](=[O:51])[CH3:50])[CH2:45][CH2:44]3)=[CH:40][CH:39]=2)O1.C([O-])([O-])=O.[K+].[K+], predict the reaction product. The product is: [CH3:29][N:27]1[CH:28]=[C:24]([C:21]2[N:20]=[C:19]3[N:15]([CH2:14][C@H:10]4[CH2:11][CH2:12][CH2:13][N:8]([C:5]5[N:4]=[CH:3][C:2]([C:38]6[CH:53]=[CH:52][C:41]([CH2:42][N:43]7[CH2:48][CH2:47][N:46]([C:49](=[O:51])[CH3:50])[CH2:45][CH2:44]7)=[CH:40][CH:39]=6)=[CH:7][N:6]=5)[CH2:9]4)[N:16]=[N:17][C:18]3=[N:23][CH:22]=2)[CH:25]=[N:26]1.